This data is from NCI-60 drug combinations with 297,098 pairs across 59 cell lines. The task is: Regression. Given two drug SMILES strings and cell line genomic features, predict the synergy score measuring deviation from expected non-interaction effect. (1) Drug 1: CC12CCC(CC1=CCC3C2CCC4(C3CC=C4C5=CN=CC=C5)C)O. Cell line: RPMI-8226. Synergy scores: CSS=15.9, Synergy_ZIP=2.41, Synergy_Bliss=1.07, Synergy_Loewe=-2.39, Synergy_HSA=-2.64. Drug 2: CC(C)(C#N)C1=CC(=CC(=C1)CN2C=NC=N2)C(C)(C)C#N. (2) Synergy scores: CSS=13.5, Synergy_ZIP=-7.46, Synergy_Bliss=-3.44, Synergy_Loewe=-23.0, Synergy_HSA=-3.35. Drug 1: C1CCC(C1)C(CC#N)N2C=C(C=N2)C3=C4C=CNC4=NC=N3. Drug 2: CCC1(CC2CC(C3=C(CCN(C2)C1)C4=CC=CC=C4N3)(C5=C(C=C6C(=C5)C78CCN9C7C(C=CC9)(C(C(C8N6C=O)(C(=O)OC)O)OC(=O)C)CC)OC)C(=O)OC)O.OS(=O)(=O)O. Cell line: RXF 393. (3) Drug 1: CC1=CC2C(CCC3(C2CCC3(C(=O)C)OC(=O)C)C)C4(C1=CC(=O)CC4)C. Drug 2: C1=NNC2=C1C(=O)NC=N2. Cell line: NCI-H460. Synergy scores: CSS=7.67, Synergy_ZIP=-1.93, Synergy_Bliss=1.74, Synergy_Loewe=-2.24, Synergy_HSA=-0.728.